From a dataset of Reaction yield outcomes from USPTO patents with 853,638 reactions. Predict the reaction yield, written as a fraction of the theoretical maximum amount of product (1.0 means a 100% yield; for example, 0.34 means a 34% yield). (1) The reactants are Cl[CH2:2][CH2:3][CH2:4][O:5][C:6]1[CH:11]=[CH:10][C:9]([N:12]2[C:20]3[C:15](=[CH:16][CH:17]=[CH:18][CH:19]=3)[CH:14]=[C:13]2[CH3:21])=[CH:8][CH:7]=1.[NH:22]1[CH2:26][CH2:25][CH2:24][CH2:23]1.C(=O)([O-])[O-].[K+].[K+].[I-].[K+]. The catalyst is CN1CCCC1=O.C(=O)(O)[O-].[Na+]. The product is [CH3:21][C:13]1[N:12]([C:9]2[CH:10]=[CH:11][C:6]([O:5][CH2:4][CH2:3][CH2:2][N:22]3[CH2:26][CH2:25][CH2:24][CH2:23]3)=[CH:7][CH:8]=2)[C:20]2[C:15]([CH:14]=1)=[CH:16][CH:17]=[CH:18][CH:19]=2. The yield is 0.430. (2) The reactants are [CH2:1]([O:8][C:9]1[CH:24]=[C:23]([N:25]([CH2:31][C:32]2[CH:37]=[CH:36][C:35]([CH:38]3[CH2:43][CH2:42][CH2:41][CH2:40][CH2:39]3)=[CH:34][CH:33]=2)[C:26](=[O:30])[CH2:27][NH:28][CH3:29])[CH:22]=[CH:21][C:10]=1[C:11]([O:13][CH2:14][C:15]1[CH:20]=[CH:19][CH:18]=[CH:17][CH:16]=1)=[O:12])[C:2]1[CH:7]=[CH:6][CH:5]=[CH:4][CH:3]=1.[N+:44]([C:47]1[CH:52]=[CH:51][C:50]([S:53](Cl)(=[O:55])=[O:54])=[CH:49][CH:48]=1)([O-:46])=[O:45]. No catalyst specified. The product is [CH2:1]([O:8][C:9]1[CH:24]=[C:23]([N:25]([CH2:31][C:32]2[CH:33]=[CH:34][C:35]([CH:38]3[CH2:43][CH2:42][CH2:41][CH2:40][CH2:39]3)=[CH:36][CH:37]=2)[C:26](=[O:30])[CH2:27][N:28]([CH3:29])[S:53]([C:50]2[CH:49]=[CH:48][C:47]([N+:44]([O-:46])=[O:45])=[CH:52][CH:51]=2)(=[O:54])=[O:55])[CH:22]=[CH:21][C:10]=1[C:11]([O:13][CH2:14][C:15]1[CH:20]=[CH:19][CH:18]=[CH:17][CH:16]=1)=[O:12])[C:2]1[CH:3]=[CH:4][CH:5]=[CH:6][CH:7]=1. The yield is 0.690. (3) The reactants are [CH:1]1([CH:4]([OH:25])[C:5]2[CH:10]=[CH:9][C:8]([N:11]3[CH2:15][CH2:14][N:13]([C:16]4[CH:17]=[N:18][CH:19]=[CH:20][C:21]=4[CH3:22])[C:12]3=[O:23])=[CH:7][C:6]=2[F:24])[CH2:3][CH2:2]1. The catalyst is C(Cl)Cl.O=[Mn]=O. The product is [CH:1]1([C:4]([C:5]2[CH:10]=[CH:9][C:8]([N:11]3[CH2:15][CH2:14][N:13]([C:16]4[CH:17]=[N:18][CH:19]=[CH:20][C:21]=4[CH3:22])[C:12]3=[O:23])=[CH:7][C:6]=2[F:24])=[O:25])[CH2:2][CH2:3]1. The yield is 0.601. (4) The reactants are Br[C:2]1[CH:7]=[CH:6][C:5]([CH3:8])=[C:4]([C:9]([F:12])([F:11])[F:10])[CH:3]=1.[Li]CCCC.[CH3:18][C:19]([CH3:21])=[O:20]. The catalyst is C1COCC1. The product is [CH3:8][C:5]1[CH:6]=[CH:7][C:2]([C:19]([OH:20])([CH3:21])[CH3:18])=[CH:3][C:4]=1[C:9]([F:12])([F:11])[F:10]. The yield is 0.860. (5) The reactants are [N:1]1[CH:6]=[CH:5][CH:4]=[C:3]([CH2:7][C:8](=[O:13])[CH2:9][CH2:10][CH2:11][CH3:12])[CH:2]=1.[CH3:14]N(CN(C)C)C.C(OC(=O)C)(=O)C. The catalyst is [Cl-].[Na+].O. The product is [N:1]1[CH:6]=[CH:5][CH:4]=[C:3]([C:7]([C:8](=[O:13])[CH2:9][CH2:10][CH2:11][CH3:12])=[CH2:14])[CH:2]=1. The yield is 0.600.